Dataset: Full USPTO retrosynthesis dataset with 1.9M reactions from patents (1976-2016). Task: Predict the reactants needed to synthesize the given product. (1) Given the product [CH3:17][C:6]1[CH:5]=[C:4]([C:18]2[NH:33][C:20](=[O:32])[C:21]3[C:26]([CH:27]=2)=[CH:25][C:24]([O:28][CH3:29])=[CH:23][C:22]=3[O:30][CH3:31])[CH:3]=[C:2]([CH3:1])[C:7]=1[O:8][CH2:9][CH2:10][N:11]1[CH2:16][CH2:15][O:14][CH2:13][CH2:12]1, predict the reactants needed to synthesize it. The reactants are: [CH3:1][C:2]1[CH:3]=[C:4]([C:18]2O[C:20](=[O:32])[C:21]3[C:26]([CH:27]=2)=[CH:25][C:24]([O:28][CH3:29])=[CH:23][C:22]=3[O:30][CH3:31])[CH:5]=[C:6]([CH3:17])[C:7]=1[O:8][CH2:9][CH2:10][N:11]1[CH2:16][CH2:15][O:14][CH2:13][CH2:12]1.[NH3:33]. (2) Given the product [N:1]([C@@H:4]1[CH2:8][N:7]([C:9]([O:11][CH2:12][C:13]2[CH:18]=[CH:17][C:16]([N+:19]([O-:21])=[O:20])=[CH:15][CH:14]=2)=[O:10])[C@H:6]([C:22]([C:24]2[N:25]=[CH:26][N:27]3[CH:31]=[C:30]([Sn:36]([CH2:37][CH2:38][CH2:39][CH3:40])([CH2:41][CH2:42][CH2:43][CH3:44])[CH2:32][CH2:33][CH2:34][CH3:35])[S:29][C:28]=23)=[O:23])[CH2:5]1)=[N+:2]=[N-:3], predict the reactants needed to synthesize it. The reactants are: [N:1]([C@@H:4]1[CH2:8][N:7]([C:9]([O:11][CH2:12][C:13]2[CH:18]=[CH:17][C:16]([N+:19]([O-:21])=[O:20])=[CH:15][CH:14]=2)=[O:10])[C@H:6]([C:22]([C:24]2[N:25]=[CH:26][N:27]3[CH:31]=[CH:30][S:29][C:28]=23)=[O:23])[CH2:5]1)=[N+:2]=[N-:3].[CH2:32]([Sn:36](Cl)([CH2:41][CH2:42][CH2:43][CH3:44])[CH2:37][CH2:38][CH2:39][CH3:40])[CH2:33][CH2:34][CH3:35].C[Si]([N-][Si](C)(C)C)(C)C.[Li+].C1COCC1. (3) The reactants are: [CH2:1]([O:8][C:9]1[CH:14]=[C:13]([Br:15])[CH:12]=[C:11]([N+:16]([O-])=O)[C:10]=1[N:19](C(=O)CC)[C:20](=[O:23])[CH2:21][CH3:22])[C:2]1[CH:7]=[CH:6][CH:5]=[CH:4][CH:3]=1.C.O.NN. Given the product [NH2:16][C:11]1[CH:12]=[C:13]([Br:15])[CH:14]=[C:9]([O:8][CH2:1][C:2]2[CH:7]=[CH:6][CH:5]=[CH:4][CH:3]=2)[C:10]=1[NH:19][C:20](=[O:23])[CH2:21][CH3:22], predict the reactants needed to synthesize it. (4) The reactants are: [N+:1]([C:4]1[CH:9]=[CH:8][C:7]([OH:10])=[CH:6][CH:5]=1)([O-:3])=[O:2].C(N(CC)CC)C.[F:18][C:19]([F:32])([F:31])[S:20](O[S:20]([C:19]([F:32])([F:31])[F:18])(=[O:22])=[O:21])(=[O:22])=[O:21]. Given the product [F:18][C:19]([F:32])([F:31])[S:20]([O:10][C:7]1[CH:8]=[CH:9][C:4]([N+:1]([O-:3])=[O:2])=[CH:5][CH:6]=1)(=[O:22])=[O:21], predict the reactants needed to synthesize it. (5) Given the product [CH:1]1([CH2:4][N:5]2[CH2:6][CH2:7][CH:8]([C:11]([N:13]3[CH2:14][CH:15]([C:20]4[CH:25]=[CH:24][C:23]([Cl:26])=[C:22]([Cl:27])[CH:21]=4)[CH:16]([N:18]([CH3:19])[C:37](=[O:39])[CH2:36][C:30]4[CH:31]=[CH:32][CH:33]=[C:34]([F:35])[C:29]=4[F:28])[CH2:17]3)=[O:12])[CH2:9][CH2:10]2)[CH2:3][CH2:2]1, predict the reactants needed to synthesize it. The reactants are: [CH:1]1([CH2:4][N:5]2[CH2:10][CH2:9][CH:8]([C:11]([N:13]3[CH2:17][CH:16]([NH:18][CH3:19])[CH:15]([C:20]4[CH:25]=[CH:24][C:23]([Cl:26])=[C:22]([Cl:27])[CH:21]=4)[CH2:14]3)=[O:12])[CH2:7][CH2:6]2)[CH2:3][CH2:2]1.[F:28][C:29]1[C:34]([F:35])=[CH:33][CH:32]=[CH:31][C:30]=1[CH2:36][C:37]([OH:39])=O. (6) Given the product [OH:10][C:8]1[CH:7]=[CH:6][C:4]2[N:5]=[C:1]([C:20]3[CH:19]=[CH:15][C:14]([OH:13])=[CH:22][C:21]=3[OH:23])[O:2][C:3]=2[CH:9]=1, predict the reactants needed to synthesize it. The reactants are: [CH3:1][O:2][C:3]1[CH:9]=[C:8]([O:10]C)[CH:7]=[CH:6][C:4]=1[NH2:5].C[O:13][C:14]1[CH:22]=[C:21]([O:23]C)[CH:20]=[CH:19][C:15]=1C(O)=O. (7) Given the product [CH2:34]([N:36]([CH2:37][CH3:38])[C:7]([C:6]1[CH:5]=[CH:4][C:3]([CH2:2][OH:1])=[CH:11][CH:10]=1)=[O:9])[CH3:35], predict the reactants needed to synthesize it. The reactants are: [OH:1][CH2:2][C:3]1[CH:11]=[CH:10][C:6]([C:7]([OH:9])=O)=[CH:5][CH:4]=1.ON1C2C=CC=CC=2N=N1.Cl.C(N=C=NCCCN(C)C)C.[CH2:34]([NH:36][CH2:37][CH3:38])[CH3:35]. (8) Given the product [Si:17]([O:7][CH2:6][C:4]1[N:3]=[N:2][NH:1][CH:5]=1)([C:14]([CH3:16])([CH3:15])[CH3:13])([CH3:19])[CH3:18], predict the reactants needed to synthesize it. The reactants are: [NH:1]1[CH:5]=[C:4]([CH2:6][OH:7])[N:3]=[N:2]1.N1C=CN=C1.[CH3:13][C:14]([Si:17](Cl)([CH3:19])[CH3:18])([CH3:16])[CH3:15]. (9) Given the product [CH2:26]([S:28]([N:2]1[CH2:7][CH2:6][CH:5]([C:8]2[C:16]3[C:11](=[C:12]([C:23]([NH2:25])=[O:24])[CH:13]=[C:14]([C:17]4[CH:18]=[N:19][CH:20]=[CH:21][CH:22]=4)[CH:15]=3)[NH:10][N:9]=2)[CH2:4][CH2:3]1)(=[O:30])=[O:29])[CH3:27], predict the reactants needed to synthesize it. The reactants are: Cl.[NH:2]1[CH2:7][CH2:6][CH:5]([C:8]2[C:16]3[C:11](=[C:12]([C:23]([NH2:25])=[O:24])[CH:13]=[C:14]([C:17]4[CH:18]=[N:19][CH:20]=[CH:21][CH:22]=4)[CH:15]=3)[NH:10][N:9]=2)[CH2:4][CH2:3]1.[CH2:26]([S:28](Cl)(=[O:30])=[O:29])[CH3:27].C(N(CC)CC)C. (10) Given the product [S:2]1(=[O:16])(=[O:1])[C:8]2[CH:9]=[CH:10][CH:11]=[CH:12][C:7]=2[CH2:6][NH:5][CH2:4][CH2:3]1, predict the reactants needed to synthesize it. The reactants are: [O:1]=[S:2]1(=[O:16])[C:8]2[CH:9]=[CH:10][CH:11]=[CH:12][C:7]=2[CH2:6][N:5](C(=O)C)[CH2:4][CH2:3]1.[OH-].[Na+].O.